From a dataset of Reaction yield outcomes from USPTO patents with 853,638 reactions. Predict the reaction yield, written as a fraction of the theoretical maximum amount of product (1.0 means a 100% yield; for example, 0.34 means a 34% yield). (1) The reactants are [CH3:1][NH:2][CH:3]1[C:12]2[N:11]=[CH:10][CH:9]=[CH:8][C:7]=2[CH2:6][CH2:5][CH2:4]1.[F:13][C:14]1[N:19]2[CH:20]=[C:21]([CH:23]=O)[N:22]=[C:18]2[CH:17]=[CH:16][CH:15]=1.C(O)(=O)C.C(O[BH-](OC(=O)C)OC(=O)C)(=O)C.[Na+]. The catalyst is ClC(Cl)C. The product is [F:13][C:14]1[N:19]2[CH:20]=[C:21]([CH2:23][N:2]([CH3:1])[CH:3]3[C:12]4[N:11]=[CH:10][CH:9]=[CH:8][C:7]=4[CH2:6][CH2:5][CH2:4]3)[N:22]=[C:18]2[CH:17]=[CH:16][CH:15]=1. The yield is 0.930. (2) The reactants are O[CH:2]([C:8]1[CH:9]=[N:10][CH:11]=[CH:12][CH:13]=1)[C:3]([O:5][CH2:6][CH3:7])=[O:4].CS(Cl)(=O)=O.Cl.Cl.[CH2:21]1[NH:26][CH2:25][CH2:24][N:23]2[CH2:27][CH2:28][CH2:29][C@H:22]12.C([O-])([O-])=O.[K+].[K+]. The catalyst is C(Cl)Cl. The product is [CH2:21]1[N:26]([CH:2]([C:8]2[CH:9]=[N:10][CH:11]=[CH:12][CH:13]=2)[C:3]([O:5][CH2:6][CH3:7])=[O:4])[CH2:25][CH2:24][N:23]2[CH2:27][CH2:28][CH2:29][C@H:22]12. The yield is 0.370. (3) The product is [F:25][C:23]([F:24])([F:26])[C:21]1[CH:22]=[C:17]2[N:16]=[CH:15][N:14]([CH2:13][C:11]3[CH:10]=[CH:9][C:7]4[N:8]=[C:4]([NH:27][C@@H:28]5[CH2:33][CH2:32][CH2:31][CH2:30][C@H:29]5[OH:34])[S:5][C:6]=4[CH:12]=3)[C:18]2=[N:19][CH:20]=1. The reactants are CS([C:4]1[S:5][C:6]2[CH:12]=[C:11]([CH2:13][N:14]3[C:18]4=[N:19][CH:20]=[C:21]([C:23]([F:26])([F:25])[F:24])[CH:22]=[C:17]4[N:16]=[CH:15]3)[CH:10]=[CH:9][C:7]=2[N:8]=1)=O.[NH2:27][C@@H:28]1[CH2:33][CH2:32][CH2:31][CH2:30][C@H:29]1[OH:34].CCN(C(C)C)C(C)C. The catalyst is CC(N(C)C)=O.CCOC(C)=O. The yield is 0.318.